Dataset: Catalyst prediction with 721,799 reactions and 888 catalyst types from USPTO. Task: Predict which catalyst facilitates the given reaction. Reactant: O=[C:2]([C:10]1[CH:15]=[CH:14][C:13]([C:16]2[CH:21]=[CH:20][CH:19]=[CH:18][CH:17]=2)=[CH:12][CH:11]=1)[CH2:3][CH2:4][CH2:5][CH2:6][C:7]([OH:9])=[O:8].C([SiH](CC)CC)C. Product: [C:16]1([C:13]2[CH:14]=[CH:15][C:10]([CH2:2][CH2:3][CH2:4][CH2:5][CH2:6][C:7]([OH:9])=[O:8])=[CH:11][CH:12]=2)[CH:17]=[CH:18][CH:19]=[CH:20][CH:21]=1. The catalyst class is: 55.